From a dataset of Reaction yield outcomes from USPTO patents with 853,638 reactions. Predict the reaction yield, written as a fraction of the theoretical maximum amount of product (1.0 means a 100% yield; for example, 0.34 means a 34% yield). The yield is 0.740. The catalyst is C1COCC1. The product is [Cl:11][C:4]1[N:3]=[C:2]([NH:12][C:13]2[CH:18]=[CH:17][CH:16]=[CH:15][CH:14]=2)[C:7]([N+:8]([O-:10])=[O:9])=[CH:6][CH:5]=1. The reactants are Cl[C:2]1[C:7]([N+:8]([O-:10])=[O:9])=[CH:6][CH:5]=[C:4]([Cl:11])[N:3]=1.[NH2:12][C:13]1[CH:18]=[CH:17][CH:16]=[CH:15][CH:14]=1.CCN(C(C)C)C(C)C.